Dataset: Peptide-MHC class I binding affinity with 185,985 pairs from IEDB/IMGT. Task: Regression. Given a peptide amino acid sequence and an MHC pseudo amino acid sequence, predict their binding affinity value. This is MHC class I binding data. The peptide sequence is KSAQCFKMFY. The MHC is HLA-A24:02 with pseudo-sequence HLA-A24:02. The binding affinity (normalized) is 0.218.